This data is from CYP2D6 inhibition data for predicting drug metabolism from PubChem BioAssay. The task is: Regression/Classification. Given a drug SMILES string, predict its absorption, distribution, metabolism, or excretion properties. Task type varies by dataset: regression for continuous measurements (e.g., permeability, clearance, half-life) or binary classification for categorical outcomes (e.g., BBB penetration, CYP inhibition). Dataset: cyp2d6_veith. (1) The compound is Cc1ccccc1OC1C(=O)N(Cc2ccc3c(c2)OCO3)C1c1sccc1C. The result is 1 (inhibitor). (2) The compound is O=S(=O)(NCc1cccnc1)c1ccc(Cl)nc1. The result is 0 (non-inhibitor). (3) The compound is O=C1c2cccc3c(Cl)ccc(c23)C(=O)N1O. The result is 0 (non-inhibitor). (4) The molecule is COc1ccc(Oc2ncc3nc(CCc4ccccc4)c(=O)n(C[C@H]4CCCO4)c3n2)cc1. The result is 0 (non-inhibitor). (5) The molecule is COc1ccc(-c2nc3cnc(OC)nc3n(C)c2=O)cc1. The result is 0 (non-inhibitor). (6) The molecule is Cc1noc(C)c1-c1nccc(N2CCOCC2)n1. The result is 0 (non-inhibitor). (7) The result is 0 (non-inhibitor). The drug is CO[C@H]1COC(=O)C/C=C\[C@H](C)[C@@H](OC)COC(=O)[C@H](C)COC(=O)C/C=C\[C@@H]1C.